This data is from Forward reaction prediction with 1.9M reactions from USPTO patents (1976-2016). The task is: Predict the product of the given reaction. Given the reactants [I:1][C:2]1[CH:6]=[C:5]([CH:7]2[CH2:12][CH2:11][N:10]([CH:13]3[CH2:16]O[CH2:14]3)[CH2:9][CH2:8]2)[N:4]([CH:17]([CH3:19])[CH3:18])[N:3]=1.[C:20]1(=O)CCC1, predict the reaction product. The product is: [CH:13]1([N:10]2[CH2:11][CH2:12][CH:7]([C:5]3[N:4]([CH:17]([CH3:19])[CH3:18])[N:3]=[C:2]([I:1])[CH:6]=3)[CH2:8][CH2:9]2)[CH2:16][CH2:20][CH2:14]1.